From a dataset of Full USPTO retrosynthesis dataset with 1.9M reactions from patents (1976-2016). Predict the reactants needed to synthesize the given product. The reactants are: [Br:1]Br.[C:3]([CH:6]1[CH2:14][C:13]2[C:8](=[CH:9][CH:10]=[CH:11][CH:12]=2)[CH2:7]1)(=[O:5])[CH3:4].O. Given the product [Br:1][CH2:4][C:3]([CH:6]1[CH2:14][C:13]2[C:8](=[CH:9][CH:10]=[CH:11][CH:12]=2)[CH2:7]1)=[O:5], predict the reactants needed to synthesize it.